Dataset: Full USPTO retrosynthesis dataset with 1.9M reactions from patents (1976-2016). Task: Predict the reactants needed to synthesize the given product. Given the product [CH3:1][C:2]1[CH:10]=[CH:9][C:5]([C:6]([O:8][CH3:19])=[O:7])=[CH:4][C:3]=1[N+:11]([O-:13])=[O:12], predict the reactants needed to synthesize it. The reactants are: [CH3:1][C:2]1[CH:10]=[CH:9][C:5]([C:6]([OH:8])=[O:7])=[CH:4][C:3]=1[N+:11]([O-:13])=[O:12].S(=O)(=O)(O)O.[CH3:19]O.